Task: Predict the product of the given reaction.. Dataset: Forward reaction prediction with 1.9M reactions from USPTO patents (1976-2016) (1) The product is: [CH3:1][C:2]1[CH:3]=[N:4][CH:5]=[CH:6][C:7]=1[C:16]#[N:17]. Given the reactants [CH3:1][C:2]1[CH:3]=[N+:4]([O-])[CH:5]=[CH:6][CH:7]=1.COS(OC)(=O)=O.[C-:16]#[N:17].[K+], predict the reaction product. (2) Given the reactants [C:1]1([C:19]2[CH:24]=[CH:23][CH:22]=[CH:21][CH:20]=2)[CH:6]=[CH:5][C:4]([C:7]([S:9][C:10]2[CH:18]=[CH:17][CH:16]=[CH:15][C:11]=2[C:12](O)=[O:13])=O)=[CH:3][CH:2]=1.C([N:27](CC)CC)C.ClC(OCC)=O.[N-]=[N+]=[N-].[Na+].C(P(CCCC)CCCC)CCC, predict the reaction product. The product is: [C:1]1([C:19]2[CH:24]=[CH:23][CH:22]=[CH:21][CH:20]=2)[CH:6]=[CH:5][C:4]([C:7]2[S:9][C:10]3[CH:18]=[CH:17][CH:16]=[CH:15][C:11]=3[C:12](=[O:13])[N:27]=2)=[CH:3][CH:2]=1. (3) Given the reactants ClC(OC(Cl)(Cl)Cl)=[O:3].[CH3:9][O:10][C:11](=[O:29])[C:12]1[CH:17]=[C:16]([Cl:18])[CH:15]=[N:14][C:13]=1[NH:19][CH2:20][C:21]1[CH:26]=[CH:25][C:24]([O:27][CH3:28])=[CH:23][CH:22]=1, predict the reaction product. The product is: [Cl:18][C:16]1[CH:15]=[N:14][C:13]2[N:19]([CH2:20][C:21]3[CH:26]=[CH:25][C:24]([O:27][CH3:28])=[CH:23][CH:22]=3)[C:9](=[O:3])[O:10][C:11](=[O:29])[C:12]=2[CH:17]=1. (4) Given the reactants C(=O)([O-])[O-].[NH4+].[NH4+].[C:7]([O:11][C:12]([N:14]1[CH2:19][CH2:18][CH:17]([N:20]2[CH:24]=[C:23]([NH:25][C:26]3[N:31]=[C:30]([CH2:32][CH2:33][C:34]4[CH:39]=[CH:38][CH:37]=[CH:36][C:35]=4[CH2:40][C:41](O)=[O:42])[C:29]([C:44]([F:47])([F:46])[F:45])=[CH:28][N:27]=3)[CH:22]=[N:21]2)[CH2:16][CH2:15]1)=[O:13])([CH3:10])([CH3:9])[CH3:8].C1C=CC2N(O)N=[N:54]C=2C=1.CCN=C=NCCCN(C)C.Cl.Cl, predict the reaction product. The product is: [NH2:54][C:41](=[O:42])[CH2:40][C:35]1[CH:36]=[CH:37][CH:38]=[CH:39][C:34]=1[CH2:33][CH2:32][C:30]1[C:29]([C:44]([F:45])([F:46])[F:47])=[CH:28][N:27]=[C:26]([NH:25][C:23]2[CH:22]=[N:21][N:20]([CH:17]3[CH2:18][CH2:19][N:14]([C:12]([O:11][C:7]([CH3:8])([CH3:9])[CH3:10])=[O:13])[CH2:15][CH2:16]3)[CH:24]=2)[N:31]=1. (5) Given the reactants [NH2:1][C:2]1[N:7]=[CH:6][C:5]([O:8][C:9]2[CH:10]=[CH:11][C:12]([F:37])=[C:13]([NH:15][C:16]([NH:18][C:19]3[N:23]([C:24]4[CH:25]=[C:26]5[C:31](=[CH:32][CH:33]=4)[N:30]=[CH:29][CH:28]=[CH:27]5)[N:22]=[C:21]([CH:34]([CH3:36])[CH3:35])[CH:20]=3)=[O:17])[CH:14]=2)=[CH:4][CH:3]=1.N1C=CC=CC=1.[C:44](OC(=O)C)(=[O:46])[CH3:45], predict the reaction product. The product is: [C:44]([NH:1][C:2]1[N:7]=[CH:6][C:5]([O:8][C:9]2[CH:10]=[CH:11][C:12]([F:37])=[C:13]([NH:15][C:16]([NH:18][C:19]3[N:23]([C:24]4[CH:25]=[C:26]5[C:31](=[CH:32][CH:33]=4)[N:30]=[CH:29][CH:28]=[CH:27]5)[N:22]=[C:21]([CH:34]([CH3:35])[CH3:36])[CH:20]=3)=[O:17])[CH:14]=2)=[CH:4][CH:3]=1)(=[O:46])[CH3:45]. (6) Given the reactants Cl[C:2]1[CH:3]=[CH:4][C:5]2[CH2:6][N:7]([CH2:19][CH2:20][OH:21])[CH2:8][C@@H:9]([C:13]3[CH:18]=[CH:17][CH:16]=[CH:15][CH:14]=3)[O:10][C:11]=2[N:12]=1.[CH3:22][O:23][C:24]1[CH:25]=[C:26]([NH2:36])[CH:27]=[N:28][C:29]=1[N:30]1[CH:34]=[C:33]([CH3:35])[N:32]=[CH:31]1.C1(P(C2CCCCC2)C2C=CC=CC=2C2C=CC=CC=2)CCCCC1.C(=O)([O-])[O-].[Cs+].[Cs+], predict the reaction product. The product is: [CH3:22][O:23][C:24]1[CH:25]=[C:26]([NH:36][C:2]2[CH:3]=[CH:4][C:5]3[CH2:6][N:7]([CH2:19][CH2:20][OH:21])[CH2:8][C@@H:9]([C:13]4[CH:18]=[CH:17][CH:16]=[CH:15][CH:14]=4)[O:10][C:11]=3[N:12]=2)[CH:27]=[N:28][C:29]=1[N:30]1[CH:34]=[C:33]([CH3:35])[N:32]=[CH:31]1. (7) Given the reactants [Si]([O:8][CH2:9][CH2:10][N:11]1[C:15]2[C:16]([O:21][C@@H:22]([C@H:24]3[CH2:28][N:27]([C@@H](C4C=CC(OC)=CC=4)C)[C:26](=[O:39])[CH2:25]3)[CH3:23])=[N:17][C:18]([Cl:20])=[CH:19][C:14]=2[N:13]=[CH:12]1)(C(C)(C)C)(C)C.FC(F)(F)C(O)=O.CO, predict the reaction product. The product is: [Cl:20][C:18]1[N:17]=[C:16]([O:21][C@@H:22]([C@H:24]2[CH2:28][NH:27][C:26](=[O:39])[CH2:25]2)[CH3:23])[C:15]2[N:11]([CH2:10][CH2:9][OH:8])[CH:12]=[N:13][C:14]=2[CH:19]=1.